This data is from Full USPTO retrosynthesis dataset with 1.9M reactions from patents (1976-2016). The task is: Predict the reactants needed to synthesize the given product. (1) Given the product [Br:25][CH2:26][CH2:27][N:20]1[C:12]2[CH:11]=[C:10]([C:7]3[CH:8]=[CH:9][C:4]([O:3][CH2:1][CH3:2])=[C:5]([C:21]([F:23])([F:24])[F:22])[CH:6]=3)[N:15]=[C:14]([C:16]#[N:17])[C:13]=2[N:18]=[CH:19]1, predict the reactants needed to synthesize it. The reactants are: [CH2:1]([O:3][C:4]1[CH:9]=[CH:8][C:7]([C:10]2[N:15]=[C:14]([C:16]#[N:17])[C:13]3[N:18]=[CH:19][NH:20][C:12]=3[CH:11]=2)=[CH:6][C:5]=1[C:21]([F:24])([F:23])[F:22])[CH3:2].[Br:25][CH2:26][CH2:27]O.C[N+](CC(O)=O)(C)C. (2) Given the product [CH2:1]([N:3]1[C:7]2=[N:8][C:9]([CH2:32][CH3:33])=[C:10]([CH2:19][NH:20][C:21]([C:73]3[CH:72]=[CH:77][CH:76]=[C:89]([C:87]([NH:34][CH2:35][C:36]4[CH:41]=[CH:40][N:39]=[C:38]([C:42]5[CH:47]=[CH:46][CH:45]=[C:44]([CH2:48][N:49]6[CH2:54][CH2:53][NH:52][C@@H:51]([CH3:62])[CH2:50]6)[CH:43]=5)[CH:37]=4)=[O:93])[CH:74]=3)=[O:22])[C:11]([NH:12][CH:13]3[CH2:18][CH2:17][O:16][CH2:15][CH2:14]3)=[C:6]2[CH:5]=[N:4]1)[CH3:2], predict the reactants needed to synthesize it. The reactants are: [CH2:1]([N:3]1[C:7]2=[N:8][C:9]([CH2:32][CH3:33])=[C:10]([CH2:19][NH:20][C:21](C3C=C(C=CC=3)C(O)=O)=[O:22])[C:11]([NH:12][CH:13]3[CH2:18][CH2:17][O:16][CH2:15][CH2:14]3)=[C:6]2[CH:5]=[N:4]1)[CH3:2].[NH2:34][CH2:35][C:36]1[CH:41]=[CH:40][N:39]=[C:38]([C:42]2[CH:43]=[C:44]([CH2:48][N:49]3[CH2:54][CH2:53][N:52](C(OC(C)(C)C)=O)[C@@H:51]([CH3:62])[CH2:50]3)[CH:45]=[CH:46][CH:47]=2)[CH:37]=1.CN(C(ON1N=N[C:73]2[CH:74]=C[CH:76]=[CH:77][C:72]1=2)=[N+](C)C)C.F[P-](F)(F)(F)(F)F.[C:87]([OH:93])([C:89](F)(F)F)=O. (3) Given the product [Cl:1][C:2]1[CH:3]=[CH:4][C:5]([C:8]2[N:9]=[C:10]([CH3:17])[S:11][C:12]=2[C:13]([OH:15])=[O:14])=[CH:6][CH:7]=1, predict the reactants needed to synthesize it. The reactants are: [Cl:1][C:2]1[CH:7]=[CH:6][C:5]([C:8]2[N:9]=[C:10]([CH3:17])[S:11][C:12]=2[C:13]([O:15]C)=[O:14])=[CH:4][CH:3]=1. (4) Given the product [O:1]1[C:6]2[CH:7]=[CH:8][C:9]([CH2:11][N:12]([CH:20]3[CH2:25][CH2:24][N:23]([CH2:40][CH2:39][N:34]4[C:35]5[C:30](=[C:29]([N+:26]([O-:28])=[O:27])[CH:38]=[CH:37][CH:36]=5)[CH:31]=[CH:32][C:33]4=[O:42])[CH2:22][CH2:21]3)[C:13](=[O:19])[O:14][C:15]([CH3:18])([CH3:16])[CH3:17])=[CH:10][C:5]=2[O:4][CH2:3][CH2:2]1, predict the reactants needed to synthesize it. The reactants are: [O:1]1[C:6]2[CH:7]=[CH:8][C:9]([CH2:11][N:12]([CH:20]3[CH2:25][CH2:24][NH:23][CH2:22][CH2:21]3)[C:13](=[O:19])[O:14][C:15]([CH3:18])([CH3:17])[CH3:16])=[CH:10][C:5]=2[O:4][CH2:3][CH2:2]1.[N+:26]([C:29]1[CH:38]=[CH:37][CH:36]=[C:35]2[C:30]=1[CH:31]=[CH:32][C:33](=[O:42])[N:34]2[CH2:39][CH:40]=O)([O-:28])=[O:27].C(O[BH-](OC(=O)C)OC(=O)C)(=O)C.[Na+].C(=O)([O-])O.[Na+]. (5) Given the product [CH3:32][O:31][C:3]1[CH:4]=[C:5]([CH:29]=[CH:30][C:2]=1[O:1][CH2:40][C:41]1[CH:46]=[N:45][C:44]([O:47][CH3:48])=[CH:43][CH:42]=1)[CH2:6][N:7]1[C:11]2[CH:12]=[CH:13][C:14]([CH:16]3[CH2:21][CH2:20][N:19]([C:22]([O:24][C:25]([CH3:27])([CH3:28])[CH3:26])=[O:23])[CH2:18][CH2:17]3)=[CH:15][C:10]=2[N:9]=[CH:8]1, predict the reactants needed to synthesize it. The reactants are: [OH:1][C:2]1[CH:30]=[CH:29][C:5]([CH2:6][N:7]2[C:11]3[CH:12]=[CH:13][C:14]([CH:16]4[CH2:21][CH2:20][N:19]([C:22]([O:24][C:25]([CH3:28])([CH3:27])[CH3:26])=[O:23])[CH2:18][CH2:17]4)=[CH:15][C:10]=3[N:9]=[CH:8]2)=[CH:4][C:3]=1[O:31][CH3:32].C(=O)([O-])[O-].[K+].[K+].Cl[CH2:40][C:41]1[CH:42]=[CH:43][C:44]([O:47][CH3:48])=[N:45][CH:46]=1. (6) Given the product [CH3:1][O:2][N:3]=[C:4]1[C:12]2[C:7](=[CH:8][C:9](/[CH:13]=[CH:24]/[C:23]([C:20]3[CH:21]=[CH:22][C:17]([O:16][CH3:15])=[CH:18][CH:19]=3)=[O:25])=[CH:10][CH:11]=2)[CH2:6][CH2:5]1, predict the reactants needed to synthesize it. The reactants are: [CH3:1][O:2][N:3]=[C:4]1[C:12]2[C:7](=[CH:8][C:9]([CH:13]=O)=[CH:10][CH:11]=2)[CH2:6][CH2:5]1.[CH3:15][O:16][C:17]1[CH:22]=[CH:21][C:20]([C:23](=[O:25])[CH3:24])=[CH:19][CH:18]=1.